Dataset: Forward reaction prediction with 1.9M reactions from USPTO patents (1976-2016). Task: Predict the product of the given reaction. (1) The product is: [F:13][C:10]1[CH:11]=[CH:12][C:7]([C:6]2[N:5]([CH2:14][CH2:15][C:16](=[O:18])[CH3:17])[N:4]=[C:3]([CH3:19])[C:2]=2[C:28]2[CH:29]=[CH:30][C:31]3[O:36][CH2:35][C:34](=[O:37])[NH:33][C:32]=3[CH:38]=2)=[CH:8][CH:9]=1. Given the reactants Br[C:2]1[C:3]([CH3:19])=[N:4][N:5]([CH2:14][CH2:15][C:16](=[O:18])[CH3:17])[C:6]=1[C:7]1[CH:12]=[CH:11][C:10]([F:13])=[CH:9][CH:8]=1.CC1(C)C(C)(C)OB([C:28]2[CH:29]=[CH:30][C:31]3[O:36][CH2:35][C:34](=[O:37])[NH:33][C:32]=3[CH:38]=2)O1.C(=O)([O-])[O-].[Cs+].[Cs+], predict the reaction product. (2) Given the reactants [CH:1]1([CH2:7][CH2:8][O:9][C:10]2[CH:11]=[C:12]([CH:28]=[CH:29][N:30]=2)[C:13]([N:15]2[CH2:20][CH2:19][N:18](C(OC(C)(C)C)=O)[CH2:17][CH2:16]2)=[O:14])[CH2:6][CH2:5][CH2:4][CH2:3][CH2:2]1.[ClH:31].CCOC(C)=O, predict the reaction product. The product is: [ClH:31].[ClH:31].[CH:1]1([CH2:7][CH2:8][O:9][C:10]2[CH:11]=[C:12]([CH:28]=[CH:29][N:30]=2)[C:13]([N:15]2[CH2:20][CH2:19][NH:18][CH2:17][CH2:16]2)=[O:14])[CH2:6][CH2:5][CH2:4][CH2:3][CH2:2]1. (3) Given the reactants [N:1]1[CH:6]=[CH:5][C:4]([N:7]2[CH2:12][CH2:11][NH:10][CH2:9][CH2:8]2)=[CH:3][CH:2]=1.Br[CH:14]([CH3:27])[CH2:15][N:16]1[C:20](=[O:21])[C:19]2=[CH:22][CH:23]=[CH:24][CH:25]=[C:18]2[C:17]1=[O:26], predict the reaction product. The product is: [N:1]1[CH:6]=[CH:5][C:4]([N:7]2[CH2:8][CH2:9][N:10]([CH:14]([CH3:27])[CH2:15][N:16]3[C:17](=[O:26])[C:18]4[C:19](=[CH:22][CH:23]=[CH:24][CH:25]=4)[C:20]3=[O:21])[CH2:11][CH2:12]2)=[CH:3][CH:2]=1. (4) Given the reactants N1CCC(CC2NC3=NC=CC=C3C=2)C1.C(OC(N1CCCC(C2C3C(=NC=CC=3)NC=2)C1)=O)(C)(C)C.CCOCC.[CH3:43][N:44]1[CH2:49][CH2:48][CH2:47][CH:46]([C:50]2[NH:58][C:53]3=[N:54][CH:55]=[CH:56][CH:57]=[C:52]3[CH:51]=2)[CH2:45]1, predict the reaction product. The product is: [CH3:43][N:44]1[CH2:49][CH2:48][CH:47]([CH2:46][C:50]2[NH:58][C:53]3=[N:54][CH:55]=[CH:56][CH:57]=[C:52]3[CH:51]=2)[CH2:45]1. (5) Given the reactants [F:1][C:2]1[CH:3]=[C:4]([CH:8]=[C:9]([C:11]2[CH:16]=[CH:15][CH:14]=[C:13]([F:17])[CH:12]=2)[CH:10]=1)[C:5]([OH:7])=O.C(Cl)(=O)C(Cl)=O.[NH2:24][C:25]1[C:26]([F:33])=[C:27]([OH:32])[CH:28]=[CH:29][C:30]=1[F:31].C([O-])(O)=O.[Na+], predict the reaction product. The product is: [F:33][C:26]1[C:27]([OH:32])=[CH:28][CH:29]=[C:30]([F:31])[C:25]=1[NH:24][C:5](=[O:7])[C:4]1[CH:8]=[C:9]([C:11]2[CH:16]=[CH:15][CH:14]=[C:13]([F:17])[CH:12]=2)[CH:10]=[C:2]([F:1])[CH:3]=1. (6) Given the reactants [OH:1][C@@H:2]1[CH2:25][CH2:24][C@@:23]2([CH3:26])[C@H:4]([CH2:5][C:6](=[O:28])[C@@H:7]3[C@@H:22]2[CH2:21][CH2:20][C@@:19]2([CH3:27])[C@H:8]3[CH2:9][CH2:10][C@@H:11]2[C@H:12]([CH3:18])[CH2:13][CH2:14][C:15]([OH:17])=[O:16])[CH2:3]1.S(=O)(=O)(O)O.[CH3:34]O, predict the reaction product. The product is: [CH3:34][O:16][C:15](=[O:17])[CH2:14][CH2:13][C@H:12]([C@@H:11]1[C@:19]2([CH3:27])[C@H:8]([C@H:7]3[C@H:22]([CH2:21][CH2:20]2)[C@:23]2([CH3:26])[C@@H:4]([CH2:3][C@H:2]([OH:1])[CH2:25][CH2:24]2)[CH2:5][C:6]3=[O:28])[CH2:9][CH2:10]1)[CH3:18].